This data is from Peptide-MHC class II binding affinity with 134,281 pairs from IEDB. The task is: Regression. Given a peptide amino acid sequence and an MHC pseudo amino acid sequence, predict their binding affinity value. This is MHC class II binding data. (1) The peptide sequence is EIESCRKNSCECNFE. The MHC is DRB1_1302 with pseudo-sequence DRB1_1302. The binding affinity (normalized) is 0. (2) The peptide sequence is EKLKKVLEVYEARLS. The MHC is HLA-DPA10201-DPB11401 with pseudo-sequence HLA-DPA10201-DPB11401. The binding affinity (normalized) is 0.412. (3) The peptide sequence is GLAYKFVVPGAATPY. The MHC is DRB5_0101 with pseudo-sequence DRB5_0101. The binding affinity (normalized) is 0.689. (4) The MHC is DRB4_0101 with pseudo-sequence DRB4_0103. The binding affinity (normalized) is 0.956. The peptide sequence is IGPRHPIRALVGDEV. (5) The peptide sequence is VIPEGWKADTCYESK. The MHC is DRB1_1302 with pseudo-sequence DRB1_1302. The binding affinity (normalized) is 0.0354. (6) The MHC is HLA-DPA10201-DPB10501 with pseudo-sequence HLA-DPA10201-DPB10501. The peptide sequence is YLFAKDKSGPLQPGV. The binding affinity (normalized) is 0.390. (7) The peptide sequence is GKKEEKKEEKKESGD. The MHC is HLA-DQA10401-DQB10402 with pseudo-sequence HLA-DQA10401-DQB10402. The binding affinity (normalized) is 0. (8) The peptide sequence is KLPWKNESSIKVIKQ. The MHC is DRB3_0101 with pseudo-sequence DRB3_0101. The binding affinity (normalized) is 0.333.